From a dataset of Reaction yield outcomes from USPTO patents with 853,638 reactions. Predict the reaction yield, written as a fraction of the theoretical maximum amount of product (1.0 means a 100% yield; for example, 0.34 means a 34% yield). (1) The reactants are [SH:1][CH2:2][C:3]1[CH:4]=[C:5]([CH2:11][OH:12])[CH:6]=[C:7]([CH2:9][OH:10])[CH:8]=1.C(N(CC)CC)C.[CH3:20][C:21]1([CH3:24])[CH2:23][S:22]1. The catalyst is CO. The product is [SH:22][C:21]([CH3:24])([CH3:23])[CH2:20][S:1][CH2:2][C:3]1[CH:4]=[C:5]([CH2:11][OH:12])[CH:6]=[C:7]([CH2:9][OH:10])[CH:8]=1. The yield is 0.591. (2) The reactants are [NH2:1][C:2]1[CH:3]=[N:4][N:5]([CH3:24])[C:6]=1[N:7]1[CH2:13][CH2:12][C@@H:11]([O:14][CH3:15])[C@H:10]([NH:16]C(=O)OC(C)(C)C)[CH2:9][CH2:8]1.C(OC([NH:32][C:33]1[S:37][C:36]([C:38]2[CH:43]=[C:42]([F:44])[CH:41]=[CH:40][C:39]=2[F:45])=[N:35][C:34]=1[C:46](O)=[O:47])=O)(C)(C)C. No catalyst specified. The product is [NH2:32][C:33]1[S:37][C:36]([C:38]2[CH:43]=[C:42]([F:44])[CH:41]=[CH:40][C:39]=2[F:45])=[N:35][C:34]=1[C:46]([NH:1][C:2]1[CH:3]=[N:4][N:5]([CH3:24])[C:6]=1[N:7]1[CH2:13][CH2:12][CH:11]([O:14][CH3:15])[CH:10]([NH2:16])[CH2:9][CH2:8]1)=[O:47]. The yield is 0.336.